Predict the reaction yield, written as a fraction of the theoretical maximum amount of product (1.0 means a 100% yield; for example, 0.34 means a 34% yield). From a dataset of Reaction yield outcomes from USPTO patents with 853,638 reactions. (1) The reactants are [C:1]([O:5][C:6]([N:8]1[CH2:12][CH2:11][C@@H:10]([O:13][Si:14]([C:17]([CH3:20])([CH3:19])[CH3:18])([CH3:16])[CH3:15])[C@H:9]1[CH:21]=O)=[O:7])([CH3:4])([CH3:3])[CH3:2].[NH2:23][C:24]1[CH:31]=[CH:30][C:27]([C:28]#[N:29])=[C:26]([Cl:32])[C:25]=1[CH3:33].[BH-](OC(C)=O)(OC(C)=O)OC(C)=O.[Na+].CC(O)=O. The catalyst is CN(C=O)C.C(Cl)Cl.CCOC(C)=O. The product is [C:1]([O:5][C:6]([N:8]1[CH2:12][CH2:11][C@@H:10]([O:13][Si:14]([C:17]([CH3:20])([CH3:19])[CH3:18])([CH3:16])[CH3:15])[C@H:9]1[CH2:21][NH:23][C:24]1[CH:31]=[CH:30][C:27]([C:28]#[N:29])=[C:26]([Cl:32])[C:25]=1[CH3:33])=[O:7])([CH3:2])([CH3:3])[CH3:4]. The yield is 0.630. (2) The yield is 0.948. The reactants are [CH3:1][O:2][C:3](=[O:48])[CH2:4][CH2:5][C:6]1[C:11]([O:12][CH2:13][CH2:14][CH2:15][C:16]([O:18]C(C)(C)C)=[O:17])=[CH:10][CH:9]=[CH:8][C:7]=1[CH2:23][CH2:24][CH2:25][CH2:26][CH2:27][CH2:28][O:29][C:30]1[CH:35]=[C:34]([C:36]2[CH:41]=[CH:40][CH:39]=[CH:38][CH:37]=2)[CH:33]=[C:32]([C:42]2[CH:47]=[CH:46][CH:45]=[CH:44][CH:43]=2)[N:31]=1.C1(OC)C=CC=CC=1.C(#N)C. The catalyst is C(O)(C(F)(F)F)=O. The product is [CH3:1][O:2][C:3](=[O:48])[CH2:4][CH2:5][C:6]1[C:11]([O:12][CH2:13][CH2:14][CH2:15][C:16]([OH:18])=[O:17])=[CH:10][CH:9]=[CH:8][C:7]=1[CH2:23][CH2:24][CH2:25][CH2:26][CH2:27][CH2:28][O:29][C:30]1[CH:35]=[C:34]([C:36]2[CH:37]=[CH:38][CH:39]=[CH:40][CH:41]=2)[CH:33]=[C:32]([C:42]2[CH:43]=[CH:44][CH:45]=[CH:46][CH:47]=2)[N:31]=1.